From a dataset of Reaction yield outcomes from USPTO patents with 853,638 reactions. Predict the reaction yield, written as a fraction of the theoretical maximum amount of product (1.0 means a 100% yield; for example, 0.34 means a 34% yield). (1) The reactants are Cl[S:2]([N:5]=[C:6]=[O:7])(=[O:4])=[O:3].[CH2:8]([OH:15])[C:9]1[CH:14]=[CH:13][CH:12]=[CH:11][CH:10]=1.[NH2:16][C:17]1[CH:45]=[CH:44][C:20]2[NH:21][C:22]([C:27]3[C:28](=[O:43])[N:29]([CH2:38][CH2:39][CH:40]([CH3:42])[CH3:41])[C:30]4[C:35]([C:36]=3[OH:37])=[CH:34][CH:33]=[CH:32][N:31]=4)=[N:23][S:24](=[O:26])(=[O:25])[C:19]=2[CH:18]=1.C(N(CC)CC)C.Cl. The catalyst is ClCCl. The product is [OH:37][C:36]1[C:35]2[C:30](=[N:31][CH:32]=[CH:33][CH:34]=2)[N:29]([CH2:38][CH2:39][CH:40]([CH3:41])[CH3:42])[C:28](=[O:43])[C:27]=1[C:22]1[NH:21][C:20]2[CH:44]=[CH:45][C:17]([NH:16][S:2](=[O:4])(=[O:3])[NH:5][C:6]([O:15][CH2:8][C:9]3[CH:14]=[CH:13][CH:12]=[CH:11][CH:10]=3)=[O:7])=[CH:18][C:19]=2[S:24](=[O:25])(=[O:26])[N:23]=1. The yield is 0.810. (2) The product is [Cl:13][C:14]1[C:15](=[O:37])[N:16]([CH3:36])[CH:17]=[C:18]([C:21]([N:23]2[CH2:28][CH2:27][CH:26]([C:29]3[CH:30]=[CH:31][C:32]([F:35])=[CH:33][CH:34]=3)[CH2:25][CH2:24]2)=[O:22])[C:19]=1[NH:1][C:2]1[CH:9]=[CH:8][C:5]([C:6]#[N:7])=[CH:4][C:3]=1[CH3:10]. The reactants are [NH2:1][C:2]1[CH:9]=[CH:8][C:5]([C:6]#[N:7])=[CH:4][C:3]=1[CH3:10].[H-].[Na+].[Cl:13][C:14]1[C:15](=[O:37])[N:16]([CH3:36])[CH:17]=[C:18]([C:21]([N:23]2[CH2:28][CH2:27][CH:26]([C:29]3[CH:34]=[CH:33][C:32]([F:35])=[CH:31][CH:30]=3)[CH2:25][CH2:24]2)=[O:22])[C:19]=1Cl.O. The yield is 0.770. The catalyst is C1COCC1. (3) The reactants are Br[C:2]1[CH:7]=[C:6]([F:8])[CH:5]=[CH:4][C:3]=1[F:9].C([Mg]Cl)(C)C.[O:15]=[C:16]1[CH2:20][CH2:19][CH2:18][N:17]1[C:21]([O:23][C:24]([CH3:27])([CH3:26])[CH3:25])=[O:22]. The catalyst is C1COCC1. The product is [F:9][C:3]1[CH:4]=[CH:5][C:6]([F:8])=[CH:7][C:2]=1[C:16](=[O:15])[CH2:20][CH2:19][CH2:18][NH:17][C:21](=[O:22])[O:23][C:24]([CH3:25])([CH3:27])[CH3:26]. The yield is 1.00. (4) The reactants are [Cl:1][C:2]1[CH:7]=[CH:6][C:5]([S:8]([NH:11][C@H:12]2[CH2:16][CH2:15][CH2:14][C@H:13]2[C:17]([NH2:19])=[O:18])(=[O:10])=[O:9])=[CH:4][CH:3]=1.Br[CH2:21][C:22]1[CH:27]=[CH:26][C:25]([C:28]([F:31])([F:30])[F:29])=[CH:24][CH:23]=1. No catalyst specified. The product is [Cl:1][C:2]1[CH:7]=[CH:6][C:5]([S:8]([N:11]([CH2:21][C:22]2[CH:23]=[CH:24][C:25]([C:28]([F:29])([F:30])[F:31])=[CH:26][CH:27]=2)[C@H:12]2[CH2:16][CH2:15][CH2:14][C@H:13]2[C:17]([NH2:19])=[O:18])(=[O:9])=[O:10])=[CH:4][CH:3]=1. The yield is 0.500. (5) The reactants are [C:1]([C:3]1([OH:12])[CH2:7][CH2:6][CH:5]([C:8](OC)=[O:9])[CH2:4]1)#[CH:2].[H-].[H-].[H-].[H-].[Li+].[Al+3]. The catalyst is C1COCC1. The product is [C:1]([C:3]1([OH:12])[CH2:7][CH2:6][CH:5]([CH2:8][OH:9])[CH2:4]1)#[CH:2]. The yield is 0.600. (6) The reactants are [NH2:1][C:2]1[N:7]=[C:6]([CH2:8][OH:9])[CH:5]=[CH:4][N:3]=1.[Si:10](Cl)([C:13]([CH3:16])([CH3:15])[CH3:14])([CH3:12])[CH3:11].N1C=CN=C1. The catalyst is CN(C)C=O.C(OCC)(=O)C. The product is [NH2:1][C:2]1[N:7]=[C:6]([CH2:8][O:9][Si:10]([C:13]([CH3:16])([CH3:15])[CH3:14])([CH3:12])[CH3:11])[CH:5]=[CH:4][N:3]=1. The yield is 0.840. (7) The product is [Cl:1][C:2]1[C:3]2[N:4]([CH2:15][CH:14]([CH3:17])[N:13]=2)[C:5]2[C:10]([N:11]=1)=[CH:9][CH:8]=[C:7]([Cl:12])[CH:6]=2.[Cl:18][C:19]1[C:20]2[N:21]([CH2:32][CH:31]([CH3:34])[N:30]=2)[C:22]2[C:27]([N:28]=1)=[CH:26][C:25]([Cl:29])=[CH:24][CH:23]=2. The reactants are [Cl:1][C:2]1[C:3]([NH:13][CH:14]([CH3:17])[CH2:15]O)=[N:4][C:5]2[C:10]([N:11]=1)=[CH:9][CH:8]=[C:7]([Cl:12])[CH:6]=2.[Cl:18][C:19]1[C:20]([NH:30][CH:31]([CH3:34])[CH2:32]O)=[N:21][C:22]2[C:27]([N:28]=1)=[CH:26][C:25]([Cl:29])=[CH:24][CH:23]=2.O=S(Cl)Cl. The catalyst is C(Cl)(Cl)Cl. The yield is 0.640. (8) The reactants are [F:1][C:2]1[CH:7]=[CH:6][C:5]([I:8])=[CH:4][C:3]=1[N:9]1[CH:14]=[C:13]([O:15][CH3:16])[C:12](=[O:17])[C:11]([C:18]([O:20]C)=[O:19])=[N:10]1.[OH-].[Na+].Cl. The catalyst is CO. The yield is 0.910. The product is [F:1][C:2]1[CH:7]=[CH:6][C:5]([I:8])=[CH:4][C:3]=1[N:9]1[CH:14]=[C:13]([O:15][CH3:16])[C:12](=[O:17])[C:11]([C:18]([OH:20])=[O:19])=[N:10]1. (9) The reactants are [P:1]([O:13][CH2:14][CH2:15][N:16]([CH2:19][CH2:20][C@@H:21]([NH:30][C:31]1[CH:36]=[CH:35][C:34]([S:37](=[O:69])(=[O:68])[NH:38][C:39](=[O:67])[C:40]2[CH:45]=[CH:44][C:43]([N:46]3[CH2:51][CH2:50][CH:49]([C@H:52]([C:54]4[CH:59]=[CH:58][CH:57]=[CH:56][C:55]=4[C:60]4[CH:65]=[CH:64][C:63]([Cl:66])=[CH:62][CH:61]=4)[OH:53])[CH2:48][CH2:47]3)=[CH:42][CH:41]=2)=[CH:33][C:32]=1[S:70]([C:73]([F:76])([F:75])[F:74])(=[O:72])=[O:71])[CH2:22][S:23][C:24]1[CH:29]=[CH:28][CH:27]=[CH:26][CH:25]=1)[CH2:17][CH3:18])([O:8]C(C)(C)C)([O:3]C(C)(C)C)=[O:2].Cl. The catalyst is C(Cl)Cl.CO. The product is [ClH:66].[P:1]([OH:8])([OH:3])([O:13][CH2:14][CH2:15][N:16]([CH2:19][CH2:20][C@@H:21]([NH:30][C:31]1[CH:36]=[CH:35][C:34]([S:37](=[O:69])(=[O:68])[NH:38][C:39](=[O:67])[C:40]2[CH:41]=[CH:42][C:43]([N:46]3[CH2:51][CH2:50][CH:49]([C@H:52]([C:54]4[CH:59]=[CH:58][CH:57]=[CH:56][C:55]=4[C:60]4[CH:61]=[CH:62][C:63]([Cl:66])=[CH:64][CH:65]=4)[OH:53])[CH2:48][CH2:47]3)=[CH:44][CH:45]=2)=[CH:33][C:32]=1[S:70]([C:73]([F:74])([F:76])[F:75])(=[O:71])=[O:72])[CH2:22][S:23][C:24]1[CH:29]=[CH:28][CH:27]=[CH:26][CH:25]=1)[CH2:17][CH3:18])=[O:2]. The yield is 0.950. (10) The reactants are [O:1]1[C:5]2[CH:6]=[C:7]([C@@H:10]([O:14][C:15]3[CH:16]=[C:17]4[C:21](=[CH:22][CH:23]=3)[N:20]([C:24]3[CH:29]=[CH:28][C:27]([F:30])=[CH:26][CH:25]=3)[N:19]=[CH:18]4)[C@@H:11]([NH2:13])[CH3:12])[CH:8]=[CH:9][C:4]=2[CH2:3][CH2:2]1.CCN(C(C)C)C(C)C.[F:40][C:41]([F:52])([F:51])[C:42](O[C:42](=[O:43])[C:41]([F:52])([F:51])[F:40])=[O:43]. The catalyst is C1COCC1. The product is [O:1]1[C:5]2[CH:6]=[C:7]([C@@H:10]([O:14][C:15]3[CH:16]=[C:17]4[C:21](=[CH:22][CH:23]=3)[N:20]([C:24]3[CH:25]=[CH:26][C:27]([F:30])=[CH:28][CH:29]=3)[N:19]=[CH:18]4)[C@@H:11]([NH:13][C:42](=[O:43])[C:41]([F:52])([F:51])[F:40])[CH3:12])[CH:8]=[CH:9][C:4]=2[CH2:3][CH2:2]1. The yield is 0.730.